From a dataset of Full USPTO retrosynthesis dataset with 1.9M reactions from patents (1976-2016). Predict the reactants needed to synthesize the given product. (1) Given the product [Cl:2][C:3]1[N:4]=[C:5]([C:10]([NH:12][C@H:13]2[CH2:18][CH2:17][N:16]([C:23]3[CH:28]=[CH:27][N:26]([C:29]4[S:30][C:31]([C:35]([O:37][CH2:38][CH3:39])=[O:36])=[C:32]([CH3:34])[N:33]=4)[C:25](=[O:40])[CH:24]=3)[CH2:15][C@H:14]2[O:19][CH2:20][CH3:21])=[O:11])[NH:6][C:7]=1[CH2:8][CH3:9], predict the reactants needed to synthesize it. The reactants are: Cl.[Cl:2][C:3]1[N:4]=[C:5]([C:10]([NH:12][C@H:13]2[CH2:18][CH2:17][NH:16][CH2:15][C@H:14]2[O:19][CH2:20][CH3:21])=[O:11])[NH:6][C:7]=1[CH2:8][CH3:9].Cl[C:23]1[CH:28]=[CH:27][N:26]([C:29]2[S:30][C:31]([C:35]([O:37][CH2:38][CH3:39])=[O:36])=[C:32]([CH3:34])[N:33]=2)[C:25](=[O:40])[CH:24]=1.C(=O)([O-])[O-].[Na+].[Na+]. (2) Given the product [Cl:8][C:6]1[CH:5]=[C:4]([C@H:9]2[CH2:14][C@H:13]([C:15]3[O:19][NH:18][C:17](=[O:20])[CH:16]=3)[CH2:12][CH2:11][NH:10]2)[CH:3]=[C:2]([Cl:1])[CH:7]=1, predict the reactants needed to synthesize it. The reactants are: [Cl:1][C:2]1[CH:3]=[C:4]([C@H:9]2[CH2:14][C@H:13]([C:15]3[O:19][NH:18][C:17](=[O:20])[CH:16]=3)[CH2:12][CH2:11][N:10]2C(OC)=O)[CH:5]=[C:6]([Cl:8])[CH:7]=1.Br. (3) Given the product [O:21]1[C:22]2[C:23](=[N:24][CH:25]=[CH:26][CH:27]=2)[O:28][C@@H:19]([C:16]2[CH:15]=[CH:14][C:13]([CH2:12][N:9]3[CH2:10][CH2:11][N:32]4[C:31](=[O:38])[O:30][CH2:29][C@H:33]4[CH2:8]3)=[CH:18][CH:17]=2)[CH2:20]1, predict the reactants needed to synthesize it. The reactants are: C(OC(C1[CH2:11][CH2:10][N:9]([CH2:12][C:13]2[CH:18]=[CH:17][C:16]([C@@H:19]3[O:28][C:23]4=[N:24][CH:25]=[CH:26][CH:27]=[C:22]4[O:21][CH2:20]3)=[CH:15][CH:14]=2)[CH2:8]C1)=O)C.[CH2:29]1[C@H:33]2CNCC[N:32]2[C:31](=[O:38])[O:30]1. (4) Given the product [CH3:1][O:2][CH2:3][CH2:4][CH2:5][O:6][C:7]1[CH:8]=[C:9]([CH:29]=[CH:30][C:31]=1[O:32][CH3:33])[CH2:10][C@H:11]([CH:26]([CH3:28])[CH3:27])[CH2:12][C@H:13]([NH:18][C:19]([O:20][C:21]([CH3:24])([CH3:23])[CH3:22])=[O:25])[C@@H:14]([OH:17])[CH2:15][NH:16][C:40]([NH:39][CH2:38][CH2:37][CH2:36][CH2:35][CH3:34])=[S:41], predict the reactants needed to synthesize it. The reactants are: [CH3:1][O:2][CH2:3][CH2:4][CH2:5][O:6][C:7]1[CH:8]=[C:9]([CH:29]=[CH:30][C:31]=1[O:32][CH3:33])[CH2:10][C@H:11]([CH:26]([CH3:28])[CH3:27])[CH2:12][C@H:13]([NH:18][C:19](=[O:25])[O:20][C:21]([CH3:24])([CH3:23])[CH3:22])[C@@H:14]([OH:17])[CH2:15][NH2:16].[CH3:34][CH2:35][CH2:36][CH2:37][CH2:38][N:39]=[C:40]=[S:41]. (5) Given the product [Cl:1][C:2]1[CH:3]=[C:4]([N:5]=[N+:21]=[N-:22])[CH:6]=[CH:7][C:8]=1[F:9], predict the reactants needed to synthesize it. The reactants are: [Cl:1][C:2]1[CH:3]=[C:4]([CH:6]=[CH:7][C:8]=1[F:9])[NH2:5].N(OC(C)(C)C)=O.C[Si]([N:21]=[N+:22]=[N-])(C)C. (6) The reactants are: N(C(OCC)=O)=NC(OCC)=O.[CH3:13][O:14][C:15]([C@@H:17]1[C@@H:21]([OH:22])[CH2:20][CH2:19][N:18]1[C:23]([O:25][C:26]([CH3:29])([CH3:28])[CH3:27])=[O:24])=[O:16].C1(P(C2C=CC=CC=2)C2C=CC=CC=2)C=CC=CC=1.[C:49](O)(=[O:56])[C:50]1[CH:55]=[CH:54][CH:53]=[CH:52][CH:51]=1.C(=O)(O)[O-].[Na+]. Given the product [C:49]([O:22][C@@H:21]1[CH2:20][CH2:19][N:18]([C:23]([O:25][C:26]([CH3:29])([CH3:28])[CH3:27])=[O:24])[C@@H:17]1[C:15]([O:14][CH3:13])=[O:16])(=[O:56])[C:50]1[CH:55]=[CH:54][CH:53]=[CH:52][CH:51]=1, predict the reactants needed to synthesize it. (7) Given the product [CH2:31]([N:35]1[CH:39]=[C:38]([C:2]2[CH:11]=[C:10]3[C:5]([CH:6]=[N:7][C:8]([NH:12][C:13]4[CH:18]=[CH:17][C:16]([S:19]([NH:22][CH2:23][CH2:24][CH2:25][N:26]5[CH2:30][CH2:29][CH2:28][CH2:27]5)(=[O:20])=[O:21])=[CH:15][CH:14]=4)=[N:9]3)=[CH:4][CH:3]=2)[CH:37]=[N:36]1)[CH:32]([CH3:34])[CH3:33], predict the reactants needed to synthesize it. The reactants are: Br[C:2]1[CH:11]=[C:10]2[C:5]([CH:6]=[N:7][C:8]([NH:12][C:13]3[CH:18]=[CH:17][C:16]([S:19]([NH:22][CH2:23][CH2:24][CH2:25][N:26]4[CH2:30][CH2:29][CH2:28][CH2:27]4)(=[O:21])=[O:20])=[CH:15][CH:14]=3)=[N:9]2)=[CH:4][CH:3]=1.[CH2:31]([N:35]1[CH:39]=[C:38](B2OC(C)(C)C(C)(C)O2)[CH:37]=[N:36]1)[CH:32]([CH3:34])[CH3:33].C(=O)([O-])[O-].[K+].[K+].O. (8) Given the product [C:1]([O:4][CH2:5][C:6]1([C:9]2[CH:14]=[CH:13][C:12]([C:15]3[CH:16]=[C:17]4[C:21](=[CH:22][C:23]=3[Cl:24])[NH:20][C:19]([Cl:28])=[CH:18]4)=[CH:11][CH:10]=2)[CH2:8][CH2:7]1)(=[O:3])[CH3:2], predict the reactants needed to synthesize it. The reactants are: [C:1]([O:4][CH2:5][C:6]1([C:9]2[CH:14]=[CH:13][C:12]([C:15]3[CH:16]=[C:17]4[C:21](=[CH:22][C:23]=3[Cl:24])[NH:20][C:19](=O)[CH2:18]4)=[CH:11][CH:10]=2)[CH2:8][CH2:7]1)(=[O:3])[CH3:2].P(Cl)(Cl)([Cl:28])=O.N1C=CN=C1.